From a dataset of Forward reaction prediction with 1.9M reactions from USPTO patents (1976-2016). Predict the product of the given reaction. (1) Given the reactants C([Li])CCC.[O:6]1[CH2:11][C@@H:10]([CH2:12][OH:13])[O:9][CH2:8][C@@H:7]1[CH2:14][OH:15].BrCC1C2C(=O)NC(C(OCC)=O)=NC=2SC=1.N[C@H]1CC[C@H](CO[CH2:42][C:43]2[C:51]3[C:50](=[O:52])[NH:49][C:48]([C:53]([NH:55][CH2:56][C:57]4[CH:62]=[CH:61][CH:60]=[C:59]([O:63][CH3:64])[CH:58]=4)=[O:54])=[N:47][C:46]=3[S:45][CH:44]=2)CC1, predict the reaction product. The product is: [CH3:64][O:63][C:59]1[CH:58]=[C:57]([CH:62]=[CH:61][CH:60]=1)[CH2:56][NH:55][C:53]([C:48]1[NH:49][C:50](=[O:52])[C:51]2[C:43]([CH2:42][O:15][CH2:14][C@H:7]3[CH2:8][O:9][C@H:10]([CH2:12][OH:13])[CH2:11][O:6]3)=[CH:44][S:45][C:46]=2[N:47]=1)=[O:54]. (2) Given the reactants [CH3:1][C:2]1[C:7]([NH:8][C:9]([C:11]2[S:15][C:14]([NH:16][C:17]3[CH:18]=[C:19]([N:24]4[CH2:29][CH2:28][N:27]([CH2:30][CH2:31][OH:32])[CH2:26][CH2:25]4)[N:20]=[C:21]([CH3:23])[N:22]=3)=[N:13][CH:12]=2)=[O:10])=[C:6]([Cl:33])[CH:5]=[CH:4][CH:3]=1.[C:34]([OH:42])(=[O:41])[CH2:35][CH2:36][CH2:37][C:38]([OH:40])=[O:39], predict the reaction product. The product is: [CH3:1][C:2]1[C:7]([NH:8][C:9]([C:11]2[S:15][C:14]([NH:16][C:17]3[CH:18]=[C:19]([N:24]4[CH2:29][CH2:28][N:27]([CH2:30][CH2:31][OH:32])[CH2:26][CH2:25]4)[N:20]=[C:21]([CH3:23])[N:22]=3)=[N:13][CH:12]=2)=[O:10])=[C:6]([Cl:33])[CH:5]=[CH:4][CH:3]=1.[C:34]([O-:42])(=[O:41])[CH2:35][CH2:36][CH2:37][C:38]([O-:40])=[O:39]. (3) Given the reactants [CH2:1]([O:3][C:4](=[O:23])[CH2:5][N:6]([CH2:17][C:18]([O:20][CH2:21][CH3:22])=[O:19])[C:7]1[C:15]2[O:14][CH2:13][CH2:12][C:11]=2[CH:10]=[C:9](Br)[CH:8]=1)[CH3:2].N.[CH3:25][N:26](C)C=O, predict the reaction product. The product is: [CH2:1]([O:3][C:4](=[O:23])[CH2:5][N:6]([CH2:17][C:18]([O:20][CH2:21][CH3:22])=[O:19])[C:7]1[C:15]2[O:14][CH2:13][CH2:12][C:11]=2[CH:10]=[C:9]([C:25]#[N:26])[CH:8]=1)[CH3:2]. (4) The product is: [Br:27][C:28]1[CH:29]=[C:30]([N:34]2[C:42]3[C:37](=[CH:38][C:39]([O:4][C@H:3]([C:5]4[CH:6]=[N:7][C:8]([O:11][CH3:12])=[CH:9][CH:10]=4)[C@@H:2]([NH2:1])[CH3:13])=[CH:40][CH:41]=3)[CH:36]=[N:35]2)[CH:31]=[CH:32][CH:33]=1. Given the reactants [NH2:1][C@@H:2]([CH3:13])[C@@H:3]([C:5]1[CH:6]=[N:7][C:8]([O:11][CH3:12])=[CH:9][CH:10]=1)[OH:4].CN(C)CC(O)=O.C(=O)([O-])[O-].[Cs+].[Cs+].[Br:27][C:28]1[CH:29]=[C:30]([N:34]2[C:42]3[C:37](=[CH:38][C:39](I)=[CH:40][CH:41]=3)[CH:36]=[N:35]2)[CH:31]=[CH:32][CH:33]=1, predict the reaction product.